This data is from Reaction yield outcomes from USPTO patents with 853,638 reactions. The task is: Predict the reaction yield, written as a fraction of the theoretical maximum amount of product (1.0 means a 100% yield; for example, 0.34 means a 34% yield). The reactants are [CH3:1][C:2]1[CH:7]=[CH:6][C:5]([NH2:8])=[C:4]([NH2:9])[CH:3]=1.[CH:10]([CH:12]=O)=O. The catalyst is CO. The product is [CH3:1][C:2]1[CH:3]=[C:4]2[C:5](=[CH:6][CH:7]=1)[N:8]=[CH:12][CH:10]=[N:9]2. The yield is 0.250.